The task is: Predict the product of the given reaction.. This data is from Forward reaction prediction with 1.9M reactions from USPTO patents (1976-2016). Given the reactants Cl[C:2]1[N:10]=[C:9]2[C:5]([N:6]=[CH:7][N:8]2[CH2:11][C:12]2[CH:17]=[CH:16][C:15]([O:18][CH3:19])=[CH:14][CH:13]=2)=[C:4]([C:20]2[O:21][CH:22]=[CH:23][CH:24]=2)[N:3]=1.C(N(CC)CC)C.[C:32]([Si:34]([CH3:37])([CH3:36])[CH3:35])#[CH:33], predict the reaction product. The product is: [CH3:35][Si:34]([CH3:37])([CH3:36])[C:32]#[C:33][C:2]1[N:10]=[C:9]2[C:5]([N:6]=[CH:7][N:8]2[CH2:11][C:12]2[CH:17]=[CH:16][C:15]([O:18][CH3:19])=[CH:14][CH:13]=2)=[C:4]([C:20]2[O:21][CH:22]=[CH:23][CH:24]=2)[N:3]=1.